Dataset: Catalyst prediction with 721,799 reactions and 888 catalyst types from USPTO. Task: Predict which catalyst facilitates the given reaction. (1) Reactant: [NH2:1][CH2:2][CH2:3][N:4]1[C:8](=[O:9])/[C:7](=[CH:10]/[C:11]2[CH:16]=[CH:15][C:14]([O:17][CH2:18][CH3:19])=[CH:13][CH:12]=2)/[S:6][C:5]1=[O:20].C(=O)([O-])[O-].[K+].[K+].[F:27][C:28]([F:39])([F:38])[C:29](O[C:29](=[O:30])[C:28]([F:39])([F:38])[F:27])=[O:30]. Product: [CH2:18]([O:17][C:14]1[CH:15]=[CH:16][C:11](/[CH:10]=[C:7]2/[C:8](=[O:9])[N:4]([CH2:3][CH2:2][NH:1][C:29](=[O:30])[C:28]([F:39])([F:38])[F:27])[C:5](=[O:20])[S:6]/2)=[CH:12][CH:13]=1)[CH3:19]. The catalyst class is: 4. (2) Reactant: [CH2:1]([S:3]([CH2:6][CH2:7][C:8]12[CH2:15][CH2:14][C:11]([C:16]([O:18]C)=[O:17])([CH2:12][CH2:13]1)[CH2:10][CH2:9]2)(=[O:5])=[O:4])[CH3:2].[OH-].[K+]. Product: [CH2:1]([S:3]([CH2:6][CH2:7][C:8]12[CH2:13][CH2:12][C:11]([C:16]([OH:18])=[O:17])([CH2:14][CH2:15]1)[CH2:10][CH2:9]2)(=[O:5])=[O:4])[CH3:2]. The catalyst class is: 72. (3) Reactant: [Cl:1][C:2]1[CH:3]=[CH:4][C:5]([C:8]([NH:27][C:28]([NH2:30])=[S:29])([C:16]2[CH:21]=[C:20]([C:22]([F:25])([F:24])[F:23])[CH:19]=[C:18]([F:26])[CH:17]=2)[CH2:9][C:10]2[CH:15]=[CH:14][CH:13]=[CH:12][CH:11]=2)=[N:6][CH:7]=1.Br[CH2:32][C:33](=O)[C:34]([F:37])([F:36])[F:35]. Product: [Cl:1][C:2]1[CH:3]=[CH:4][C:5]([C:8]([NH:27][C:28]2[S:29][CH:32]=[C:33]([C:34]([F:37])([F:36])[F:35])[N:30]=2)([C:16]2[CH:21]=[C:20]([C:22]([F:23])([F:25])[F:24])[CH:19]=[C:18]([F:26])[CH:17]=2)[CH2:9][C:10]2[CH:11]=[CH:12][CH:13]=[CH:14][CH:15]=2)=[N:6][CH:7]=1. The catalyst class is: 8. (4) Reactant: N.[OH:2][C@@H:3]1[CH2:8][CH2:7][C@H:6]([C:9]#[N:10])[CH2:5][CH2:4]1. Product: [NH2:10][CH2:9][C@@H:6]1[CH2:7][CH2:8][C@H:3]([OH:2])[CH2:4][CH2:5]1. The catalyst class is: 94.